Dataset: Catalyst prediction with 721,799 reactions and 888 catalyst types from USPTO. Task: Predict which catalyst facilitates the given reaction. (1) Reactant: [O:1]=[C:2]1[N:7]2[CH:8]=[C:9]([C:12]3[CH2:17][CH2:16][N:15]([C:18]([O:20][C:21]([CH3:24])([CH3:23])[CH3:22])=[O:19])[CH2:14][CH:13]=3)[N:10]=[CH:11][C:6]2=[N:5][C:4](OS(C(F)(F)F)(=O)=O)=[CH:3]1.[CH3:33][O:34][C:35]1[CH:36]=[C:37](B(O)O)[CH:38]=[CH:39][C:40]=1[O:41][CH3:42].[O-]P([O-])([O-])=O.[K+].[K+].[K+]. Product: [CH3:33][O:34][C:35]1[CH:36]=[C:37]([C:4]2[N:5]=[C:6]3[CH:11]=[N:10][C:9]([C:12]4[CH2:17][CH2:16][N:15]([C:18]([O:20][C:21]([CH3:22])([CH3:24])[CH3:23])=[O:19])[CH2:14][CH:13]=4)=[CH:8][N:7]3[C:2](=[O:1])[CH:3]=2)[CH:38]=[CH:39][C:40]=1[O:41][CH3:42]. The catalyst class is: 12. (2) Reactant: [CH3:1][C:2]1[CH:10]=[CH:9][C:5](C(O)=O)=[CH:4][C:3]=1[C:11]([O:13][CH3:14])=[O:12].C([N:17]([CH2:20]C)CC)C.P(N=[N+]=[N-])(OC1C=CC=CC=1)(OC1C=CC=CC=1)=[O:23].[NH2:41][C:42]1[CH:46]=[C:45]([Cl:47])[N:44]([C:48]2[CH:53]=[CH:52][C:51]([C:54]3[CH:59]=[CH:58][CH:57]=[C:56]([O:60][CH3:61])[C:55]=3[OH:62])=[CH:50][CH:49]=2)[C:43]=1[C:63]([O:65][CH2:66][CH3:67])=[O:64]. Product: [Cl:47][C:45]1[N:44]([C:48]2[CH:53]=[CH:52][C:51]([C:54]3[CH:59]=[CH:58][CH:57]=[C:56]([O:60][CH3:61])[C:55]=3[OH:62])=[CH:50][CH:49]=2)[C:43]([C:63]([O:65][CH2:66][CH3:67])=[O:64])=[C:42]([NH:41][C:20]([NH:17][C:5]2[CH:9]=[CH:10][C:2]([CH3:1])=[C:3]([C:11]([O:13][CH3:14])=[O:12])[CH:4]=2)=[O:23])[CH:46]=1. The catalyst class is: 93. (3) Reactant: [Cl:1][C:2]1[C:3]2[CH2:11][CH2:10][N:9]([C:12]([C:14]3[CH:19]=[CH:18][CH:17]=[C:16]([C:20]([F:23])([F:22])[F:21])[C:15]=3[Cl:24])=[O:13])[CH2:8][C:4]=2[N:5]=[CH:6][N:7]=1.ClC1C(C(F)(F)F)=CC=CC=1C(O)=O.CCN=C=NCCCN(C)C.[CH:50]1[CH:51]=[CH:52][C:53]2[N:58]([OH:59])[N:57]=[N:56][C:54]=2[CH:55]=1. Product: [Cl:1][C:2]1[C:3]2[CH2:11][CH2:10][N:9]([C:12]([C:14]3[CH:19]=[CH:18][CH:17]=[C:16]([C:20]([F:23])([F:21])[F:22])[C:15]=3[Cl:24])=[O:13])[CH2:8][C:4]=2[N:5]=[CH:6][N:7]=1.[N:58]1([O:59][C:2]2[C:3]3[CH2:11][CH2:10][N:9]([C:12]([C:14]4[CH:19]=[CH:18][CH:17]=[C:16]([C:20]([F:23])([F:22])[F:21])[C:15]=4[Cl:24])=[O:13])[CH2:8][C:4]=3[N:5]=[CH:6][N:7]=2)[C:53]2[CH:52]=[CH:51][CH:50]=[CH:55][C:54]=2[N:56]=[N:57]1. The catalyst class is: 91. (4) Reactant: [OH:1][CH2:2][C:3]1[O:4][C:5]2[CH:11]=[CH:10][C:9]([C:12]3[CH:16]=[CH:15][S:14][CH:13]=3)=[CH:8][C:6]=2[CH:7]=1.[CH3:17][O:18][C:19](=[O:31])[C@H:20]([N:28]=[C:29]=[O:30])[CH2:21][C:22]1[CH:27]=[CH:26][CH:25]=[CH:24][CH:23]=1.C(N(CC)CC)C. Product: [CH3:17][O:18][C:19](=[O:31])[C@H:20]([NH:28][C:29]([O:1][CH2:2][C:3]1[O:4][C:5]2[CH:11]=[CH:10][C:9]([C:12]3[CH:16]=[CH:15][S:14][CH:13]=3)=[CH:8][C:6]=2[CH:7]=1)=[O:30])[CH2:21][C:22]1[CH:23]=[CH:24][CH:25]=[CH:26][CH:27]=1. The catalyst class is: 1. (5) Reactant: [BH4-].[Na+].[CH3:3][C:4]1[CH:12]=[C:11]2[C:7]([CH2:8][CH2:9][C:10]2=[O:13])=[CH:6][CH:5]=1.O. Product: [CH3:3][C:4]1[CH:12]=[C:11]2[C:7]([CH2:8][CH2:9][CH:10]2[OH:13])=[CH:6][CH:5]=1. The catalyst class is: 5. (6) Reactant: [C:1]([NH:4][NH:5][C:6]([C:8]1[CH:9]=[N:10][N:11]2[CH:16]=[CH:15][C:14]([N:17]3[CH2:21][CH2:20][CH2:19][CH:18]3[C:22]3[CH:27]=C(F)[CH:25]=[CH:24][C:23]=3[F:29])=[N:13][C:12]=12)=[O:7])(=O)[CH3:2].N1C=CC=CC=1.S(OS([C:47]([F:50])(F)F)(=O)=O)(C(F)(F)F)(=O)=O. Product: [F:29][C:23]1[CH:24]=[CH:25][C:47]([F:50])=[CH:27][C:22]=1[CH:18]1[CH2:19][CH2:20][CH2:21][N:17]1[C:14]1[CH:15]=[CH:16][N:11]2[N:10]=[CH:9][C:8]([C:6]3[O:7][C:1]([CH3:2])=[N:4][N:5]=3)=[C:12]2[N:13]=1. The catalyst class is: 2.